This data is from Full USPTO retrosynthesis dataset with 1.9M reactions from patents (1976-2016). The task is: Predict the reactants needed to synthesize the given product. (1) Given the product [Br:1][C:2]1[N:7]=[CH:6][C:5]([CH2:8][Cl:30])=[CH:4][C:3]=1[F:9], predict the reactants needed to synthesize it. The reactants are: [Br:1][C:2]1[N:7]=[CH:6][C:5]([CH3:8])=[CH:4][C:3]=1[F:9].BrN1C(=O)CCC1=O.N(C(C)(C)C#N)=NC(C)(C)C#N.[Cl:30]C1C=CC=CC=1. (2) Given the product [Cl:20][C:8]1[C:7]([CH2:6][C:5]2[CH:16]=[CH:17][C:2]([F:1])=[CH:3][CH:4]=2)=[C:12]([CH3:13])[N:11]=[C:10]([CH3:14])[N:9]=1, predict the reactants needed to synthesize it. The reactants are: [F:1][C:2]1[CH:17]=[CH:16][C:5]([CH2:6][C:7]2[C:8](O)=[N:9][C:10]([CH3:14])=[N:11][C:12]=2[CH3:13])=[CH:4][CH:3]=1.P(Cl)(Cl)([Cl:20])=O. (3) Given the product [Cl:4][C:19]1[C:14]([C:12]#[N:13])=[CH:15][C:16]([C:25]([O:27][CH2:28][CH3:29])=[O:26])=[C:17]([C:21]([F:24])([F:23])[F:22])[N:18]=1, predict the reactants needed to synthesize it. The reactants are: C(Cl)(=O)C([Cl:4])=O.CN(C=O)C.[C:12]([C:14]1[C:19](=O)[NH:18][C:17]([C:21]([F:24])([F:23])[F:22])=[C:16]([C:25]([O:27][CH2:28][CH3:29])=[O:26])[CH:15]=1)#[N:13]. (4) Given the product [OH:1][C:2]([CH3:30])([CH3:29])[CH2:3][CH2:4][CH2:5][S:6][C:7]1[N:8]([C:17]2[CH:22]=[CH:21][C:20]([O:23][CH2:24][C:25]([F:27])([F:26])[F:28])=[CH:19][CH:18]=2)[C:9](=[O:16])[C:10]2[NH:15][CH:14]=[CH:13][C:11]=2[N:12]=1, predict the reactants needed to synthesize it. The reactants are: [O:1]=[C:2]([CH3:29])[CH2:3][CH2:4][CH2:5][S:6][C:7]1[N:8]([C:17]2[CH:22]=[CH:21][C:20]([O:23][CH2:24][C:25]([F:28])([F:27])[F:26])=[CH:19][CH:18]=2)[C:9](=[O:16])[C:10]2[NH:15][CH:14]=[CH:13][C:11]=2[N:12]=1.[CH3:30][Mg]Br.C(OCC)C.[Cl-].[NH4+]. (5) Given the product [I:1][C:2]1[CH:3]=[C:4]([CH:8]=[CH:9][C:10]=1[CH3:11])[C:5]([Cl:26])=[O:6], predict the reactants needed to synthesize it. The reactants are: [I:1][C:2]1[CH:3]=[C:4]([CH:8]=[CH:9][C:10]=1[CH3:11])[C:5](O)=[O:6].[I:1][C:2]1[CH:3]=[C:4]([CH:8]=[CH:9][C:10]=1[CH3:11])[C:5](NC)=[O:6].S(Cl)([Cl:26])=O.CN(C=O)C. (6) Given the product [F:1][C:2]1[CH:3]=[C:4]([CH:8]=[CH:9][C:10]=1[F:11])[C:5]([N:19]1[CH2:22][CH2:21][CH2:20]1)=[O:7], predict the reactants needed to synthesize it. The reactants are: [F:1][C:2]1[CH:3]=[C:4]([CH:8]=[CH:9][C:10]=1[F:11])[C:5]([OH:7])=O.C(Cl)(=O)C(Cl)=O.Cl.[NH:19]1[CH2:22][CH2:21][CH2:20]1.C(N(CC)CC)C.Cl. (7) Given the product [OH:8][C:9]1[C:10]([O:36][CH3:37])=[CH:11][C:12]2[CH2:21][CH2:20][N:19]3[CH:14]([CH2:15][C:16]4[C:25]([Cl:26])=[CH:24][C:23]([O:27][CH3:28])=[C:22]([O:29][C:30]([O:32][CH2:33][CH3:34])=[O:31])[C:17]=4[CH2:18]3)[C:13]=2[CH:35]=1, predict the reactants needed to synthesize it. The reactants are: C([O:8][C:9]1[C:10]([O:36][CH3:37])=[CH:11][C:12]2[CH2:21][CH2:20][N:19]3[CH:14]([CH2:15][C:16]4[C:25]([Cl:26])=[CH:24][C:23]([O:27][CH3:28])=[C:22]([O:29][C:30]([O:32][CH2:33][CH3:34])=[O:31])[C:17]=4[CH2:18]3)[C:13]=2[CH:35]=1)C1C=CC=CC=1.